Regression. Given a peptide amino acid sequence and an MHC pseudo amino acid sequence, predict their binding affinity value. This is MHC class I binding data. From a dataset of Peptide-MHC class I binding affinity with 185,985 pairs from IEDB/IMGT. (1) The peptide sequence is ALIRATSTR. The MHC is HLA-A33:01 with pseudo-sequence HLA-A33:01. The binding affinity (normalized) is 0.0558. (2) The peptide sequence is YMFESKSMK. The MHC is HLA-B27:05 with pseudo-sequence HLA-B27:05. The binding affinity (normalized) is 0.534.